Dataset: Reaction yield outcomes from USPTO patents with 853,638 reactions. Task: Predict the reaction yield, written as a fraction of the theoretical maximum amount of product (1.0 means a 100% yield; for example, 0.34 means a 34% yield). (1) The reactants are [CH2:1]([C:3]1[C:8](=[O:9])[NH:7][C:6]([CH3:10])=[C:5]([C:11]2[S:15][C:14]([C:16]([OH:18])=O)=[CH:13][CH:12]=2)[CH:4]=1)[CH3:2].[F:19][C:20]([F:30])([F:29])[C:21]1[CH:28]=[CH:27][C:24]([CH2:25][NH2:26])=[CH:23][CH:22]=1. No catalyst specified. The product is [F:19][C:20]([F:29])([F:30])[C:21]1[CH:28]=[CH:27][C:24]([CH2:25][NH:26][C:16]([C:14]2[S:15][C:11]([C:5]3[CH:4]=[C:3]([CH2:1][CH3:2])[C:8](=[O:9])[NH:7][C:6]=3[CH3:10])=[CH:12][CH:13]=2)=[O:18])=[CH:23][CH:22]=1. The yield is 0.750. (2) The yield is 0.740. The reactants are [F:1][C:2]1[CH:7]=[C:6]([OH:8])[CH:5]=[C:4]([F:9])[C:3]=1[C:10]1[N:15]=[C:14]([C:16]([O:18][CH3:19])=[O:17])[CH:13]=[CH:12][C:11]=1[F:20].C(=O)([O-])[O-].[K+].[K+].Br[CH2:28][CH2:29][O:30][Si:31]([C:34]([CH3:37])([CH3:36])[CH3:35])([CH3:33])[CH3:32]. The product is [Si:31]([O:30][CH2:29][CH2:28][O:8][C:6]1[CH:5]=[C:4]([F:9])[C:3]([C:10]2[N:15]=[C:14]([C:16]([O:18][CH3:19])=[O:17])[CH:13]=[CH:12][C:11]=2[F:20])=[C:2]([F:1])[CH:7]=1)([C:34]([CH3:37])([CH3:36])[CH3:35])([CH3:33])[CH3:32]. The catalyst is CN(C=O)C.O. (3) The reactants are [Br:1][C:2]1[CH:7]=[CH:6][C:5]([CH2:8][C:9]([OH:11])=O)=[C:4]([F:12])[CH:3]=1.[NH2:13][C:14]1[CH:19]=[CH:18][C:17]([CH2:20][C:21]([CH3:28])([CH3:27])[C:22]([O:24][CH2:25][CH3:26])=[O:23])=[C:16]([C:29]([F:32])([F:31])[F:30])[CH:15]=1.CN(C(ON1N=NC2C=CC=NC1=2)=[N+](C)C)C.F[P-](F)(F)(F)(F)F.CCN(CC)CC. The catalyst is C(Cl)Cl. The product is [Br:1][C:2]1[CH:7]=[CH:6][C:5]([CH2:8][C:9]([NH:13][C:14]2[CH:19]=[CH:18][C:17]([CH2:20][C:21]([CH3:27])([CH3:28])[C:22]([O:24][CH2:25][CH3:26])=[O:23])=[C:16]([C:29]([F:30])([F:31])[F:32])[CH:15]=2)=[O:11])=[C:4]([F:12])[CH:3]=1. The yield is 0.780. (4) The reactants are [CH2:1]([C:5]1[CH:6]=[CH:7][C:8]2[O:12][C:11](B(O)O)=[CH:10][C:9]=2[CH:16]=1)[CH:2]([CH3:4])[CH3:3].Br[C:18]1[CH:25]=[CH:24][C:21]([CH:22]=[O:23])=[CH:20][CH:19]=1.C(N(CC)CC)C. The catalyst is C(O)C.Cl[Pd](Cl)([P](C1C=CC=CC=1)(C1C=CC=CC=1)C1C=CC=CC=1)[P](C1C=CC=CC=1)(C1C=CC=CC=1)C1C=CC=CC=1. The product is [CH2:1]([C:5]1[CH:6]=[CH:7][C:8]2[O:12][C:11]([C:18]3[CH:25]=[CH:24][C:21]([CH:22]=[O:23])=[CH:20][CH:19]=3)=[CH:10][C:9]=2[CH:16]=1)[CH:2]([CH3:4])[CH3:3]. The yield is 0.650. (5) The reactants are [C:1]([C:3]1[CH:8]=[CH:7][C:6]([C:9]2[CH:10]=[C:11]3[C:16](=[CH:17][CH:18]=2)[CH:15]([C:19]([O:21]CC)=O)[C:14](=O)[CH2:13][CH2:12]3)=[CH:5][CH:4]=1)#[N:2].[NH:25]([C:27]1[CH:32]=[CH:31][CH:30]=[CH:29][N:28]=1)[NH2:26]. No catalyst specified. The product is [OH:21][C:19]1[N:25]([C:27]2[CH:32]=[CH:31][CH:30]=[CH:29][N:28]=2)[N:26]=[C:14]2[C:15]=1[C:16]1[CH:17]=[CH:18][C:9]([C:6]3[CH:5]=[CH:4][C:3]([C:1]#[N:2])=[CH:8][CH:7]=3)=[CH:10][C:11]=1[CH2:12][CH2:13]2. The yield is 0.320. (6) The reactants are [CH3:1][N:2]([CH3:28])[CH2:3][CH2:4][O:5][C:6]1[C:14]2[C:9](=[N:10][CH:11]=[C:12]([N+:15]([O-:17])=[O:16])[CH:13]=2)[N:8](S(C2C=CC(C)=CC=2)(=O)=O)[N:7]=1.C(=O)([O-])[O-].[K+].[K+]. The catalyst is CO. The product is [CH3:1][N:2]([CH3:28])[CH2:3][CH2:4][O:5][C:6]1[C:14]2[C:9](=[N:10][CH:11]=[C:12]([N+:15]([O-:17])=[O:16])[CH:13]=2)[NH:8][N:7]=1. The yield is 0.699. (7) The reactants are Cl[C:2]1[CH:3]=[CH:4][C:5]([N+:9]([O-:11])=[O:10])=[C:6]([CH:8]=1)[NH2:7].C(=O)([O-])[O-].[K+].[K+].[CH3:18][N:19]1[CH2:24][CH2:23][NH:22][CH2:21][CH2:20]1. The catalyst is CN(C=O)C. The product is [CH3:18][N:19]1[CH2:24][CH2:23][N:22]([C:2]2[CH:3]=[CH:4][C:5]([N+:9]([O-:11])=[O:10])=[C:6]([CH:8]=2)[NH2:7])[CH2:21][CH2:20]1. The yield is 0.984. (8) The reactants are [Br:1][C:2]1[CH:3]=[CH:4][C:5]2[O:6][CH2:7][C:8](=[O:12])[NH:9][C:10]=2[N:11]=1.[H-].[Na+].CS(O[CH2:20][CH2:21][N:22]1[CH2:27][CH2:26][CH:25]([NH:28][C:29]([O:31][C:32]([CH3:35])([CH3:34])[CH3:33])=[O:30])[CH2:24][CH2:23]1)(=O)=O.COC1C=C2C(C=CC(=O)N2CCN2CCC(NC(=O)OC(C)(C)C)CC2)=CC=1. No catalyst specified. The product is [Br:1][C:2]1[CH:3]=[CH:4][C:5]2[O:6][CH2:7][C:8](=[O:12])[N:9]([CH2:20][CH2:21][N:22]3[CH2:27][CH2:26][CH:25]([NH:28][C:29](=[O:30])[O:31][C:32]([CH3:35])([CH3:34])[CH3:33])[CH2:24][CH2:23]3)[C:10]=2[N:11]=1. The yield is 0.920. (9) The reactants are [Cl:1][C:2]1[CH:7]=[CH:6][C:5]([C:8]2([C:11]3[N:15]4[CH:16]=[CH:17][CH:18]=[C:19]([C:20]([CH3:22])=[CH2:21])[C:14]4=[N:13][N:12]=3)[CH2:10][CH2:9]2)=[CH:4][CH:3]=1.[OH2:23].C[N+]1([O-])CC[O:28]CC1. The catalyst is CC(C)=O.O.O=[Os](=O)(=O)=O. The product is [Cl:1][C:2]1[CH:7]=[CH:6][C:5]([C:8]2([C:11]3[N:15]4[CH:16]=[CH:17][CH:18]=[C:19]([C:20]([OH:28])([CH3:22])[CH2:21][OH:23])[C:14]4=[N:13][N:12]=3)[CH2:10][CH2:9]2)=[CH:4][CH:3]=1. The yield is 0.739.